From a dataset of hERG potassium channel inhibition data for cardiac toxicity prediction from Karim et al.. Regression/Classification. Given a drug SMILES string, predict its toxicity properties. Task type varies by dataset: regression for continuous values (e.g., LD50, hERG inhibition percentage) or binary classification for toxic/non-toxic outcomes (e.g., AMES mutagenicity, cardiotoxicity, hepatotoxicity). Dataset: herg_karim. (1) The drug is COc1ccc(C2CN(CCc3ccc(OC)c(OC)c3)CC2CCc2nc3ccc(Cl)cc3[nH]2)cc1. The result is 1 (blocker). (2) The drug is CC(=O)SC1CC2=CC(=O)CCC2(C)C2CCC3(C)C(CCC34CCC(=O)O4)C12. The result is 0 (non-blocker). (3) The compound is Cc1ccc(CN2C3CCC2CC(Oc2cccc(C(N)=O)c2)C3)o1. The result is 1 (blocker). (4) The drug is CCCN1C(=O)CC2(CCN(CC3CCN(C(=O)OCC)CC3)CC2)c2cccnc21. The result is 1 (blocker). (5) The compound is CN1C[C@@H]2CCCC[C@]2(c2ccc(Cl)c(Cl)c2)C1. The result is 1 (blocker). (6) The compound is O=C(CNC(=O)c1cccc(C(F)(F)F)c1)NC1CN(C2CCC(O)(c3cccnc3)CC2)C1. The result is 0 (non-blocker). (7) The result is 1 (blocker). The compound is CCCn1c(-c2ccccn2)cc(C(=O)NCCCN2CCN(c3cccc(Cl)c3Cl)CC2)c1C.Cl.Cl.Cl.Cl.